Dataset: Full USPTO retrosynthesis dataset with 1.9M reactions from patents (1976-2016). Task: Predict the reactants needed to synthesize the given product. Given the product [CH:6]1([C@H:5]([CH2:4][N+:1]([O-:3])=[O:2])[C@H:13]([CH3:14])[CH:12]=[O:15])[CH2:11][CH2:10][CH2:9][CH2:8][CH2:7]1, predict the reactants needed to synthesize it. The reactants are: [N+:1](/[CH:4]=[CH:5]/[CH:6]1[CH2:11][CH2:10][CH2:9][CH2:8][CH2:7]1)([O-:3])=[O:2].[CH:12](=[O:15])[CH2:13][CH3:14].CC(O)C.CCCCCC.